This data is from Full USPTO retrosynthesis dataset with 1.9M reactions from patents (1976-2016). The task is: Predict the reactants needed to synthesize the given product. Given the product [CH2:8]([N:11]1[CH:12]([CH2:13][CH2:14][CH3:15])[CH2:16][O:17][S@@:18]1=[O:19])[CH2:9][CH3:10], predict the reactants needed to synthesize it. The reactants are: CN1CCOCC1.[CH2:8]([NH:11][C@H:12]([CH2:16][OH:17])[CH2:13][CH2:14][CH3:15])[CH2:9][CH3:10].[S:18](Cl)(Cl)=[O:19].O.